This data is from Forward reaction prediction with 1.9M reactions from USPTO patents (1976-2016). The task is: Predict the product of the given reaction. (1) Given the reactants C(N(CC)CC)C.O1CCCC1.[NH:13]1[CH2:18][CH2:17][O:16][CH2:15][CH2:14]1.[Cl:19][CH2:20][C:21](Cl)=[O:22], predict the reaction product. The product is: [Cl:19][CH2:20][C:21]([N:13]1[CH2:18][CH2:17][O:16][CH2:15][CH2:14]1)=[O:22]. (2) The product is: [N:13]1[CH:12]=[N:11][N:9]2[CH:10]=[C:5]([C:3]([OH:4])=[O:2])[CH:6]=[CH:7][C:8]=12. Given the reactants C[O:2][C:3]([C:5]1[CH:6]=[CH:7][C:8]2[N:9]([N:11]=[CH:12][N:13]=2)[CH:10]=1)=[O:4].[OH-].[K+].Cl, predict the reaction product. (3) Given the reactants [C:1]([O:5][C:6](=[O:27])[NH:7][C:8]1[CH:13]=[CH:12][CH:11]=[CH:10][C:9]=1[NH:14][C:15]([C:17]1[S:21][C:20]2[CH:22]=[CH:23][C:24]([OH:26])=[CH:25][C:19]=2[CH:18]=1)=[O:16])([CH3:4])([CH3:3])[CH3:2].C(=O)([O-])[O-].[K+].[K+].Br[CH2:35][CH2:36][O:37][Si:38]([C:41]([CH3:44])([CH3:43])[CH3:42])([CH3:40])[CH3:39].C(O)(=O)CC(CC(O)=O)(C(O)=O)O, predict the reaction product. The product is: [C:1]([O:5][C:6](=[O:27])[NH:7][C:8]1[CH:13]=[CH:12][CH:11]=[CH:10][C:9]=1[NH:14][C:15]([C:17]1[S:21][C:20]2[CH:22]=[CH:23][C:24]([O:26][CH2:35][CH2:36][O:37][Si:38]([C:41]([CH3:44])([CH3:43])[CH3:42])([CH3:40])[CH3:39])=[CH:25][C:19]=2[CH:18]=1)=[O:16])([CH3:4])([CH3:2])[CH3:3]. (4) Given the reactants [F:1][C@H:2]1[C@@H:7]([O:8][C:9]2[CH:16]=[CH:15][C:14]([C:17]3[N:22]=[C:21]([NH:23][C:24]4[CH:29]=[CH:28][C:27]([N:30]5[CH2:35][CH2:34][NH:33][CH2:32][CH2:31]5)=[CH:26][CH:25]=4)[N:20]=[CH:19][N:18]=3)=[CH:13][C:10]=2[C:11]#[N:12])[CH2:6][CH2:5][N:4]([C:36](=[O:40])[C@@H:37]([OH:39])[CH3:38])[CH2:3]1.C=O.[C:43](O[BH-](OC(=O)C)OC(=O)C)(=O)C.[Na+], predict the reaction product. The product is: [F:1][C@H:2]1[C@@H:7]([O:8][C:9]2[CH:16]=[CH:15][C:14]([C:17]3[N:22]=[C:21]([NH:23][C:24]4[CH:25]=[CH:26][C:27]([N:30]5[CH2:31][CH2:32][N:33]([CH3:43])[CH2:34][CH2:35]5)=[CH:28][CH:29]=4)[N:20]=[CH:19][N:18]=3)=[CH:13][C:10]=2[C:11]#[N:12])[CH2:6][CH2:5][N:4]([C:36](=[O:40])[C@@H:37]([OH:39])[CH3:38])[CH2:3]1. (5) Given the reactants [CH:1]([C:3]1[CH:8]=[CH:7][C:6](B(O)O)=[CH:5][CH:4]=1)=[O:2].Cl[C:13]1[N:18]=[CH:17][C:16]([Cl:19])=[CH:15][N:14]=1, predict the reaction product. The product is: [Cl:19][C:16]1[CH:15]=[N:14][C:13]([C:6]2[CH:7]=[CH:8][C:3]([CH:1]=[O:2])=[CH:4][CH:5]=2)=[N:18][CH:17]=1. (6) Given the reactants O.NN.[N+:4]([C:7]1[C:15]2[O:14][CH:13]=[CH:12][C:11]=2[CH:10]=[CH:9][CH:8]=1)([O-])=O, predict the reaction product. The product is: [NH2:4][C:7]1[C:15]2[O:14][CH:13]=[CH:12][C:11]=2[CH:10]=[CH:9][CH:8]=1. (7) Given the reactants [CH2:1]([N:3]([CH:27]1[CH2:32][CH2:31][O:30][CH2:29][CH2:28]1)[C:4]1[C:5]([CH3:26])=[C:6]([CH:11]=[C:12]([C:14]2[CH:15]=[N:16][C:17]([O:20][CH:21]3[CH2:24][N:23]([CH3:25])[CH2:22]3)=[CH:18][CH:19]=2)[CH:13]=1)[C:7]([O:9]C)=[O:8])[CH3:2].[OH-].[Na+:34], predict the reaction product. The product is: [Na+:34].[CH2:1]([N:3]([CH:27]1[CH2:32][CH2:31][O:30][CH2:29][CH2:28]1)[C:4]1[C:5]([CH3:26])=[C:6]([CH:11]=[C:12]([C:14]2[CH:15]=[N:16][C:17]([O:20][CH:21]3[CH2:22][N:23]([CH3:25])[CH2:24]3)=[CH:18][CH:19]=2)[CH:13]=1)[C:7]([O-:9])=[O:8])[CH3:2].